This data is from Reaction yield outcomes from USPTO patents with 853,638 reactions. The task is: Predict the reaction yield, written as a fraction of the theoretical maximum amount of product (1.0 means a 100% yield; for example, 0.34 means a 34% yield). The reactants are [O:1]1[C:6]2[CH:7]=[CH:8][CH:9]=[CH:10][C:5]=2[O:4][CH2:3][CH:2]1[CH2:11][NH:12][C:13]([C:15]1[CH:20]=[CH:19][C:18]([NH:21][C:22]2[CH:30]=[CH:29][CH:28]=[CH:27][C:23]=2[C:24]([OH:26])=[O:25])=[C:17]([N+:31]([O-])=O)[CH:16]=1)=[O:14].[BH4-].[Na+]. The catalyst is CO.[Pd]. The product is [NH2:31][C:17]1[CH:16]=[C:15]([C:13](=[O:14])[NH:12][CH2:11][CH:2]2[O:1][C:6]3[CH:7]=[CH:8][CH:9]=[CH:10][C:5]=3[O:4][CH2:3]2)[CH:20]=[CH:19][C:18]=1[NH:21][C:22]1[CH:30]=[CH:29][CH:28]=[CH:27][C:23]=1[C:24]([OH:26])=[O:25]. The yield is 0.980.